From a dataset of Full USPTO retrosynthesis dataset with 1.9M reactions from patents (1976-2016). Predict the reactants needed to synthesize the given product. (1) Given the product [CH3:1][C:2]1[CH:7]=[CH:6][CH:5]=[CH:4][C:3]=1[NH:8][C:9]1[N:14]2[N:15]=[CH:16][C:17]([C:18]([NH:40][S:37]([CH2:35][CH3:36])(=[O:39])=[O:38])=[O:19])=[C:13]2[N:12]=[CH:11][C:10]=1[C:21]([N:23]1[CH2:24][CH2:25][CH:26]([C:29]2[CH:34]=[CH:33][CH:32]=[CH:31][CH:30]=2)[CH2:27][CH2:28]1)=[O:22], predict the reactants needed to synthesize it. The reactants are: [CH3:1][C:2]1[CH:7]=[CH:6][CH:5]=[CH:4][C:3]=1[NH:8][C:9]1[N:14]2[N:15]=[CH:16][C:17]([C:18](O)=[O:19])=[C:13]2[N:12]=[CH:11][C:10]=1[C:21]([N:23]1[CH2:28][CH2:27][CH:26]([C:29]2[CH:34]=[CH:33][CH:32]=[CH:31][CH:30]=2)[CH2:25][CH2:24]1)=[O:22].[CH2:35]([S:37]([NH2:40])(=[O:39])=[O:38])[CH3:36]. (2) Given the product [F:21][C:15]1[CH:16]=[CH:17][CH:18]=[C:19]([F:20])[C:14]=1[C:13]([NH:12][C:10]1[S:11][C:7]([C:6]2[CH:5]=[CH:4][S:3][CH:2]=2)=[C:8]([CH3:23])[N:9]=1)=[O:22], predict the reactants needed to synthesize it. The reactants are: Br[C:2]1[S:3][C:4](Br)=[CH:5][C:6]=1[C:7]1[S:11][C:10]([NH:12][C:13](=[O:22])[C:14]2[C:19]([F:20])=[CH:18][CH:17]=[CH:16][C:15]=2[F:21])=[N:9][C:8]=1[CH3:23].O1C2C=CC(C3SC(NC(=O)C4C(F)=CC=CC=4F)=NC=3C)=CC=2OC1. (3) Given the product [ClH:18].[OH:1][C:2]1[CH:3]=[C:4]2[C:8](=[CH:9][CH:10]=1)[CH2:7][NH:6][CH2:5]2, predict the reactants needed to synthesize it. The reactants are: [OH:1][C:2]1[CH:3]=[C:4]2[C:8](=[CH:9][CH:10]=1)[CH2:7][N:6](C(OC(C)(C)C)=O)[CH2:5]2.[ClH:18]. (4) Given the product [NH2:1][C:2]1[N:6]([C:7]2[CH:12]=[CH:11][CH:10]=[CH:9][CH:8]=2)[N:5]=[C:4]([C:13]2[O:14][C:22](=[O:24])[N:16]([CH:17]([CH3:18])[CH3:19])[N:15]=2)[C:3]=1[CH3:20], predict the reactants needed to synthesize it. The reactants are: [NH2:1][C:2]1[N:6]([C:7]2[CH:12]=[CH:11][CH:10]=[CH:9][CH:8]=2)[N:5]=[C:4]([C:13]([NH:15][NH:16][CH:17]([CH3:19])[CH3:18])=[O:14])[C:3]=1[CH3:20].Cl[C:22](Cl)([O:24]C(=O)OC(Cl)(Cl)Cl)Cl.CCN(C(C)C)C(C)C. (5) The reactants are: [CH3:1][N:2]([CH3:24])[C:3]1[C:12]2[C:7](=[CH:8][CH:9]=[CH:10][CH:11]=2)[C:6]([C:13]2[O:14][C:15](=[O:23])[C:16]3[N:22]=[CH:21][CH:20]=[CH:19][C:17]=3[N:18]=2)=[CH:5][CH:4]=1.[CH2:25]([NH2:30])[CH2:26][CH2:27][CH2:28][CH3:29]. Given the product [CH3:24][N:2]([CH3:1])[C:3]1[C:12]2[C:7](=[CH:8][CH:9]=[CH:10][CH:11]=2)[C:6]([C:13]([NH:18][C:17]2[C:16]([C:15]([NH:30][CH2:25][CH2:26][CH2:27][CH2:28][CH3:29])=[O:23])=[N:22][CH:21]=[CH:20][CH:19]=2)=[O:14])=[CH:5][CH:4]=1, predict the reactants needed to synthesize it. (6) Given the product [CH2:13]([N:20]1[C:28]2[C:27]([S:12][C:5]3[C:6]([CH3:11])=[CH:7][C:8]([CH3:10])=[CH:9][C:4]=3[CH3:3])=[N:26][C:25]([NH2:30])=[N:24][C:23]=2[CH:22]=[CH:21]1)[C:14]1[CH:15]=[CH:16][CH:17]=[CH:18][CH:19]=1, predict the reactants needed to synthesize it. The reactants are: [H-].[Na+].[CH3:3][C:4]1[CH:9]=[C:8]([CH3:10])[CH:7]=[C:6]([CH3:11])[C:5]=1[SH:12].[CH2:13]([N:20]1[C:28]2[C:27](Cl)=[N:26][C:25]([NH2:30])=[N:24][C:23]=2[CH:22]=[CH:21]1)[C:14]1[CH:19]=[CH:18][CH:17]=[CH:16][CH:15]=1. (7) Given the product [OH:1][CH:2]1[CH2:3][CH:4]2[N:9]([C:10]([O:12][C:13]([CH3:16])([CH3:15])[CH3:14])=[O:11])[CH:7]([CH2:6][CH2:5]2)[CH2:8]1, predict the reactants needed to synthesize it. The reactants are: [O:1]=[C:2]1[CH2:8][CH:7]2[N:9]([C:10]([O:12][C:13]([CH3:16])([CH3:15])[CH3:14])=[O:11])[CH:4]([CH2:5][CH2:6]2)[CH2:3]1.[BH4-].[Na+].